Task: Predict the reaction yield, written as a fraction of the theoretical maximum amount of product (1.0 means a 100% yield; for example, 0.34 means a 34% yield).. Dataset: Reaction yield outcomes from USPTO patents with 853,638 reactions (1) The reactants are [Cl-].[Al+3].[Cl-].[Cl-].C[O:6][C:7]1[CH:16]=[CH:15][C:10]2[N:11]=[C:12]([Cl:14])[S:13][C:9]=2[CH:8]=1.Cl. The catalyst is C1(C)C=CC=CC=1. The product is [Cl:14][C:12]1[S:13][C:9]2[CH:8]=[C:7]([OH:6])[CH:16]=[CH:15][C:10]=2[N:11]=1. The yield is 0.810. (2) The reactants are C[CH:2]([OH:14])[CH2:3][O:4][CH2:5][CH2:6][O:7][CH2:8][CH2:9][O:10][CH2:11][CH2:12][OH:13].[C:15]([O:19][C:20]([CH3:23])([CH3:22])[CH3:21])(=[O:18])[CH:16]=[CH2:17].[CH2:24]1COCC1. The catalyst is [Na]. The product is [C:20]([O:19][C:15](=[O:18])[CH2:16][CH2:17][O:14][CH2:2][CH2:3][O:4][CH2:5][CH2:6][O:7][CH2:8][CH2:9][O:10][CH2:11][CH2:12][O:13][CH3:24])([CH3:23])([CH3:22])[CH3:21]. The yield is 0.790. (3) The reactants are Cl[C:2]1[CH:7]=[CH:6][N:5]=[C:4]([C:8]2[CH:9]=[N:10][N:11]3[CH:16]=[CH:15][N:14]=[CH:13][C:12]=23)[N:3]=1.[F:17][C:18]1[CH:19]=[CH:20][C:21]([C@@H:24]([NH2:26])[CH3:25])=[N:22][CH:23]=1.C(N(C(C)C)CC)(C)C. The catalyst is CN(C=O)C. The product is [F:17][C:18]1[CH:19]=[CH:20][C:21]([C@@H:24]([NH:26][C:2]2[CH:7]=[CH:6][N:5]=[C:4]([C:8]3[CH:9]=[N:10][N:11]4[CH:16]=[CH:15][N:14]=[CH:13][C:12]=34)[N:3]=2)[CH3:25])=[N:22][CH:23]=1. The yield is 0.0400. (4) The reactants are [NH2:1][C:2]1[CH:3]=[CH:4][C:5]([CH3:24])=[C:6]([C:8]2[CH:17]=[C:16]3[C:11]([CH:12]=[C:13]([NH:18][C:19]([CH:21]4[CH2:23][CH2:22]4)=[O:20])[N:14]=[CH:15]3)=[CH:10][CH:9]=2)[CH:7]=1.ClCCCl.N1C=CC=CC=1.Cl[C:36]([O:38][C:39]1[CH:44]=[CH:43][C:42]([N+:45]([O-:47])=[O:46])=[CH:41][CH:40]=1)=[O:37]. No catalyst specified. The product is [CH:21]1([C:19]([NH:18][C:13]2[N:14]=[CH:15][C:16]3[C:11]([CH:12]=2)=[CH:10][CH:9]=[C:8]([C:6]2[CH:7]=[C:2]([NH:1][C:36](=[O:37])[O:38][C:39]4[CH:40]=[CH:41][C:42]([N+:45]([O-:47])=[O:46])=[CH:43][CH:44]=4)[CH:3]=[CH:4][C:5]=2[CH3:24])[CH:17]=3)=[O:20])[CH2:22][CH2:23]1. The yield is 0.380. (5) The reactants are [CH:1]([C:4]1[C:5]([CH3:11])=[N+:6]([O-])[CH:7]=[CH:8][CH:9]=1)([CH3:3])[CH3:2].C(OC(C(F)(F)F)=O)(C(F)(F)F)=[O:13]. The catalyst is C(Cl)Cl. The product is [CH:1]([C:4]1[C:5]([CH2:11][OH:13])=[N:6][CH:7]=[CH:8][CH:9]=1)([CH3:3])[CH3:2]. The yield is 0.990.